This data is from Experimentally validated miRNA-target interactions with 360,000+ pairs, plus equal number of negative samples. The task is: Binary Classification. Given a miRNA mature sequence and a target amino acid sequence, predict their likelihood of interaction. (1) The miRNA is hsa-miR-501-5p with sequence AAUCCUUUGUCCCUGGGUGAGA. The protein sequence of the target gene is MRRPRQGGGGAGGSAAARARAGGLGGGSVPARARGAPAAARAAWLRDLCARMARPPRQHPGVWASLLLLLLTGPAACAASPADDGAGPGGRGPRGRARGDTGADEAVPRHDSSYGTFAGEFYDLRYLSEEGYPFPTAPPVDPFAKIKVDDCGKTKGCFRYGKPGCNAETCDYFLSYRMIGADVEFELSADTDGWVAVGFSSDKKMGGDDVMACVHDDNGRVRIQHFYNVGQWAKEIQRNPARDEEGVFENNRVTCRFKRPVNVPRDETIVDLHLSWYYLFAWGPAIQGSITRHDIDSPPA.... Result: 1 (interaction). (2) The miRNA is hsa-miR-204-5p with sequence UUCCCUUUGUCAUCCUAUGCCU. The protein sequence of the target gene is MPERLAEMLLDLWTPLIILWITLPPCIYMAPMNQSQVLMSGSPLELNSLGEEQRILNRSKRGWVWNQMFVLEEFSGPEPILVGRLHTDLDPGSKKIKYILSGDGAGTIFQINDVTGDIHAIKRLDREEKAEYTLTAQAVDWETSKPLEPPSEFIIKVQDINDNAPEFLNGPYHATVPEMSILGTSVTNVTATDADDPVYGNSAKLVYSILEGQPYFSIEPETAIIKTALPNMDREAKEEYLVVIQAKDMGGHSGGLSGTTTLTVTLTDVNDNPPKFAQSLYHFSVPEDVVLGTAIGRVKA.... Result: 1 (interaction). (3) The miRNA is hsa-miR-4727-3p with sequence AUAGUGGGAAGCUGGCAGAUUC. The protein sequence of the target gene is MGDIPAVGLSSWKASPGKVTEAVKEAIDAGYRHFDCAYFYHNEREVGAGIRCKIKEGAVRREDLFIATKLWCTCHKKSLVETACRKSLKALKLNYLDLYLIHWPMGFKPPHPEWIMSCSELSFCLSHPRVQDLPLDESNMVIPSDTDFLDTWEAMEDLVITGLVKNIGVSNFNHEQLERLLNKPGLRFKPLTNQIECHPYLTQKNLISFCQSRDVSVTAYRPLGGSCEGVDLIDNPVIKRIAKEHGKSPAQILIRFQIQRNVIVIPGSITPSHIKENIQVFDFELTQHDMDNILSLNRNL.... Result: 0 (no interaction).